This data is from Forward reaction prediction with 1.9M reactions from USPTO patents (1976-2016). The task is: Predict the product of the given reaction. Given the reactants [Cl:1][C:2]1[C:3]([CH3:18])=[C:4]([NH:10][C@H:11]([C@@H:15]([OH:17])[CH3:16])[C:12]([OH:14])=O)[CH:5]=[CH:6][C:7]=1[C:8]#[N:9].[CH3:19][S:20]([C:23]1[CH:32]=[CH:31][C:26]([C:27]([NH:29][NH2:30])=[O:28])=[CH:25][CH:24]=1)(=[O:22])=[O:21], predict the reaction product. The product is: [Cl:1][C:2]1[C:3]([CH3:18])=[C:4]([NH:10][C@H:11]([C@@H:15]([OH:17])[CH3:16])[C:12]([N:29]([C:27](=[O:28])[C:26]2[CH:25]=[CH:24][C:23]([S:20]([CH3:19])(=[O:22])=[O:21])=[CH:32][CH:31]=2)[NH2:30])=[O:14])[CH:5]=[CH:6][C:7]=1[C:8]#[N:9].